Dataset: Catalyst prediction with 721,799 reactions and 888 catalyst types from USPTO. Task: Predict which catalyst facilitates the given reaction. (1) Reactant: [CH3:1][O:2][C:3]1[C:4]([S:15](F)(=[O:17])=[O:16])=[CH:5][C:6]2[CH2:12][CH2:11][N:10]([CH3:13])[CH2:9][CH2:8][C:7]=2[CH:14]=1.[F:19][C:20]1[CH:25]=[CH:24][C:23]([Mg]Br)=[CH:22][CH:21]=1.O.O.O.O.C(C(C(C([O-])=O)O)O)([O-])=O.[K+].[Na+].C(OCC)C. Product: [F:19][C:20]1[CH:25]=[CH:24][C:23]([S:15]([C:4]2[C:3]([O:2][CH3:1])=[CH:14][C:7]3[CH2:8][CH2:9][N:10]([CH3:13])[CH2:11][CH2:12][C:6]=3[CH:5]=2)(=[O:17])=[O:16])=[CH:22][CH:21]=1. The catalyst class is: 30. (2) Reactant: [CH3:1][C:2]1[CH:3]=[CH:4][C:5]([C:8]2[CH:9]=[C:10]([C:18](OC)=[O:19])[CH:11]=[C:12]([CH:17]=2)[C:13]([O:15][CH3:16])=[O:14])=[N:6][CH:7]=1.[BH4-].[Na+].[NH4+].[Cl-]. Product: [OH:19][CH2:18][C:10]1[CH:11]=[C:12]([CH:17]=[C:8]([C:5]2[CH:4]=[CH:3][C:2]([CH3:1])=[CH:7][N:6]=2)[CH:9]=1)[C:13]([O:15][CH3:16])=[O:14]. The catalyst class is: 5.